The task is: Predict which catalyst facilitates the given reaction.. This data is from Catalyst prediction with 721,799 reactions and 888 catalyst types from USPTO. (1) Reactant: [Cl:1][C:2]1[C:3]([N:8]2[CH2:13][CH2:12][N:11]([C:14]3[S:15][CH2:16][C:17](=[O:19])[N:18]=3)[CH2:10][CH2:9]2)=[N:4][CH:5]=[CH:6][CH:7]=1.O=[CH:21][C:22]1[CH:30]=[CH:29][C:27]([OH:28])=[C:24]([O:25][CH3:26])[CH:23]=1.C([O-])(=O)C.[Na+]. Product: [Cl:1][C:2]1[C:3]([N:8]2[CH2:13][CH2:12][N:11]([C:14]3[S:15][C:16](=[CH:21][C:22]4[CH:30]=[CH:29][C:27]([OH:28])=[C:24]([O:25][CH3:26])[CH:23]=4)[C:17](=[O:19])[N:18]=3)[CH2:10][CH2:9]2)=[N:4][CH:5]=[CH:6][CH:7]=1. The catalyst class is: 15. (2) Reactant: [Si:1]([O:8][CH:9]([CH2:30][C:31]1[CH:40]=[CH:39][C:38]2[C:33](=[CH:34][CH:35]=[CH:36][CH:37]=2)[CH:32]=1)/[CH:10]=[CH:11]/[C@H:12]1[CH:16]=[CH:15][C:14](=[O:17])[C@@H:13]1[CH2:18][CH2:19][C:20]1[CH:29]=[CH:28][C:23]([C:24]([O:26][CH3:27])=[O:25])=[CH:22][CH:21]=1)([C:4]([CH3:7])([CH3:6])[CH3:5])([CH3:3])[CH3:2]. Product: [Si:1]([O:8][CH:9]([CH2:30][C:31]1[CH:40]=[CH:39][C:38]2[C:33](=[CH:34][CH:35]=[CH:36][CH:37]=2)[CH:32]=1)/[CH:10]=[CH:11]/[C@H:12]1[CH2:16][CH2:15][C:14](=[O:17])[C@@H:13]1[CH2:18][CH2:19][C:20]1[CH:21]=[CH:22][C:23]([C:24]([O:26][CH3:27])=[O:25])=[CH:28][CH:29]=1)([C:4]([CH3:6])([CH3:7])[CH3:5])([CH3:3])[CH3:2]. The catalyst class is: 11. (3) Reactant: [CH2:1]([N:6]1[C:14]2[C:9](=[CH:10][CH:11]=[CH:12][CH:13]=2)[C:8](=[O:15])[C:7]1=[O:16])[CH2:2][CH2:3][CH2:4][CH3:5].[CH2:17]1[O:25][C:24]2[C:19](=[CH:20][CH:21]=[C-:22][CH:23]=2)[O:18]1.[Mg+2].[Br-]. Product: [O:18]1[C:19]2[CH:20]=[CH:21][C:22]([C:8]3([OH:15])[C:9]4[C:14](=[CH:13][CH:12]=[CH:11][CH:10]=4)[N:6]([CH2:1][CH2:2][CH2:3][CH2:4][CH3:5])[C:7]3=[O:16])=[CH:23][C:24]=2[O:25][CH2:17]1. The catalyst class is: 7. (4) Product: [CH2:29]([O:28][C:26]([N:12]1[CH:11]([C:13]([OH:15])=[O:14])[CH2:10][S:9][C@@H:8]1[C:4]1[CH:5]=[CH:6][CH:7]=[C:2]([F:1])[CH:3]=1)=[O:27])[C:30]1[CH:35]=[CH:34][CH:33]=[CH:32][CH:31]=1. The catalyst class is: 3. Reactant: [F:1][C:2]1[CH:3]=[C:4]([C@@H:8]2[NH:12][CH:11]([C:13]([OH:15])=[O:14])[CH2:10][S:9]2)[CH:5]=[CH:6][CH:7]=1.CCN(C(C)C)C(C)C.Cl[C:26]([O:28][CH2:29][C:30]1[CH:35]=[CH:34][CH:33]=[CH:32][CH:31]=1)=[O:27]. (5) Reactant: Br[C:2]1[C:3]2[N:4]([CH:9]=[CH:10][N:11]=2)[N:5]=[C:6]([Cl:8])[CH:7]=1.[CH3:12][N:13]1[CH2:18][CH2:17][N:16]([CH2:19][C:20]2[CH:21]=[CH:22][C:23]([NH2:26])=[N:24][CH:25]=2)[CH2:15][CH2:14]1.[H-].[Na+]. Product: [Cl:8][C:6]1[CH:7]=[C:2]([NH:26][C:23]2[CH:22]=[CH:21][C:20]([CH2:19][N:16]3[CH2:15][CH2:14][N:13]([CH3:12])[CH2:18][CH2:17]3)=[CH:25][N:24]=2)[C:3]2[N:4]([CH:9]=[CH:10][N:11]=2)[N:5]=1. The catalyst class is: 3. (6) Reactant: O.[OH-].[Li+].[CH3:4][C:5]1[CH:10]=[C:9]([CH3:11])[CH:8]=[C:7]([CH3:12])[C:6]=1[NH:13][C:14]([NH:16][C:17]1[C:18]([C:27]([NH:29][C@H:30]([C:35]([O:37]C)=[O:36])[C@H:31]([CH2:33][CH3:34])[CH3:32])=[O:28])=[CH:19][C:20]2[C:25]([CH:26]=1)=[CH:24][CH:23]=[CH:22][CH:21]=2)=[O:15].O.Cl. Product: [CH3:12][C:7]1[CH:8]=[C:9]([CH3:11])[CH:10]=[C:5]([CH3:4])[C:6]=1[NH:13][C:14]([NH:16][C:17]1[C:18]([C:27]([NH:29][C@H:30]([C:35]([OH:37])=[O:36])[C@H:31]([CH2:33][CH3:34])[CH3:32])=[O:28])=[CH:19][C:20]2[C:25]([CH:26]=1)=[CH:24][CH:23]=[CH:22][CH:21]=2)=[O:15]. The catalyst class is: 12. (7) Reactant: [C:1]([N:4]1[CH2:9][CH2:8][CH:7]([CH2:10][CH2:11][C:12]([OH:14])=O)[CH2:6][CH2:5]1)(=[O:3])[CH3:2].[CH2:15]1[C:25]2=[C:26]3[C:21](=[CH:22][CH:23]=[CH:24]2)[CH2:20][CH2:19][C:18](=[O:27])[N:17]3[CH2:16]1.C1(C)C(CC#N)=CC=CC=1.N. Product: [C:1]([N:4]1[CH2:5][CH2:6][CH:7]([CH2:10][CH2:11][C:12]([C:23]2[CH:22]=[C:21]3[C:26]4=[C:25]([CH2:15][CH2:16][N:17]4[C:18](=[O:27])[CH2:19][CH2:20]3)[CH:24]=2)=[O:14])[CH2:8][CH2:9]1)(=[O:3])[CH3:2]. The catalyst class is: 6. (8) Reactant: [N:1]([CH2:4][C:5]1[CH:10]=[CH:9][CH:8]=[C:7]([Br:11])[N:6]=1)=[N+:2]=[N-:3].[C:12]([O:16][CH3:17])(=[O:15])[C:13]#[CH:14]. Product: [Br:11][C:7]1[N:6]=[C:5]([CH2:4][N:1]2[C:13]([C:12]([O:16][CH3:17])=[O:15])=[CH:14][N:3]=[N:2]2)[CH:10]=[CH:9][CH:8]=1. The catalyst class is: 11. (9) Reactant: [CH3:1][O:2][CH2:3][CH2:4][CH2:5][OH:6].[H-].[Na+].[F:9][C:10]1[C:16](F)=[CH:15][C:13]([NH2:14])=[C:12]([N+:18]([O-:20])=[O:19])[CH:11]=1.O. Product: [F:9][C:10]1[C:16]([O:6][CH2:5][CH2:4][CH2:3][O:2][CH3:1])=[CH:15][C:13]([NH2:14])=[C:12]([N+:18]([O-:20])=[O:19])[CH:11]=1. The catalyst class is: 7.